This data is from Reaction yield outcomes from USPTO patents with 853,638 reactions. The task is: Predict the reaction yield, written as a fraction of the theoretical maximum amount of product (1.0 means a 100% yield; for example, 0.34 means a 34% yield). (1) The reactants are [Cl:1][C:2]1[C:10]([NH:11][S:12]([C:15]2[S:16][CH:17]=[CH:18][CH:19]=2)(=[O:14])=[O:13])=[C:9]2[C:5]([CH:6]=[C:7]([C:20]([O:22]CC)=[O:21])[NH:8]2)=[CH:4][CH:3]=1.[OH-].[Na+].O1CCCC1. The catalyst is CO. The product is [Cl:1][C:2]1[C:10]([NH:11][S:12]([C:15]2[S:16][CH:17]=[CH:18][CH:19]=2)(=[O:14])=[O:13])=[C:9]2[C:5]([CH:6]=[C:7]([C:20]([OH:22])=[O:21])[NH:8]2)=[CH:4][CH:3]=1. The yield is 0.950. (2) The reactants are [NH2:1][C:2]1[N:7]=[CH:6][N:5]=[C:4]([O:8][C:9]2[CH:10]=[C:11]([NH:15][C:16](=[O:26])/[CH:17]=[CH:18]/[CH2:19][N:20]3[CH2:25][CH2:24][NH:23][CH2:22][CH2:21]3)[CH:12]=[CH:13][CH:14]=2)[C:3]=1[C:27]1[CH:32]=[CH:31][C:30]([O:33][C:34]2[CH:39]=[CH:38][CH:37]=[CH:36][CH:35]=2)=[CH:29][CH:28]=1.[O:40]=[C:41]1[NH:45][CH:44]2[CH2:46][S:47][C@@H:48]([CH2:49][CH2:50][CH2:51][CH2:52][C:53](OC3C(F)=C(F)C(F)=C(F)C=3F)=[O:54])[CH:43]2[NH:42]1. No catalyst specified. The product is [NH2:1][C:2]1[N:7]=[CH:6][N:5]=[C:4]([O:8][C:9]2[CH:10]=[C:11]([NH:15][C:16](=[O:26])/[CH:17]=[CH:18]/[CH2:19][N:20]3[CH2:25][CH2:24][N:23]([C:53](=[O:54])[CH2:52][CH2:51][CH2:50][CH2:49][C@H:48]4[CH:43]5[CH:44]([NH:45][C:41](=[O:40])[NH:42]5)[CH2:46][S:47]4)[CH2:22][CH2:21]3)[CH:12]=[CH:13][CH:14]=2)[C:3]=1[C:27]1[CH:28]=[CH:29][C:30]([O:33][C:34]2[CH:35]=[CH:36][CH:37]=[CH:38][CH:39]=2)=[CH:31][CH:32]=1. The yield is 0.450.